From a dataset of Reaction yield outcomes from USPTO patents with 853,638 reactions. Predict the reaction yield, written as a fraction of the theoretical maximum amount of product (1.0 means a 100% yield; for example, 0.34 means a 34% yield). (1) The reactants are [NH2:1][C:2]1[C:7]([N+:8]([O-:10])=[O:9])=[CH:6][CH:5]=[CH:4][C:3]=1[OH:11].C(=O)([O-])[O-].[K+].[K+].[CH2:18](Cl)[C:19]1[CH:24]=[CH:23][CH:22]=[CH:21][CH:20]=1.[Br:26]N1C(=O)CCC1=O. The catalyst is C(O)C.[I-].[Na+]. The product is [CH2:18]([O:11][C:3]1[CH:4]=[C:5]([Br:26])[CH:6]=[C:7]([N+:8]([O-:10])=[O:9])[C:2]=1[NH2:1])[C:19]1[CH:24]=[CH:23][CH:22]=[CH:21][CH:20]=1. The yield is 0.590. (2) The reactants are [F:1][C:2]1[C:3]([CH:22]=O)=[CH:4][N:5]([S:13]([C:16]2[CH:21]=[CH:20][CH:19]=[CH:18][CH:17]=2)(=[O:15])=[O:14])[C:6]=1[C:7]1[CH:12]=[CH:11][CH:10]=[CH:9][CH:8]=1.CO.[CH3:26][NH2:27].[BH4-].[Na+].[ClH:30].C(=O)([O-])O.[Na+]. The catalyst is CO. The product is [ClH:30].[F:1][C:2]1[C:3]([CH2:22][NH:27][CH3:26])=[CH:4][N:5]([S:13]([C:16]2[CH:21]=[CH:20][CH:19]=[CH:18][CH:17]=2)(=[O:15])=[O:14])[C:6]=1[C:7]1[CH:12]=[CH:11][CH:10]=[CH:9][CH:8]=1. The yield is 0.0900. (3) The reactants are [N:1]1[CH:6]=[CH:5][CH:4]=[C:3]([N:7]2[CH2:12][CH2:11][CH2:10][NH:9][C:8]2=[O:13])[CH:2]=1.I[C:15]1[CH:23]=[CH:22][C:18]2[S:19][CH:20]=[CH:21][C:17]=2[CH:16]=1.N[C@@H]1CCCC[C@H]1N.C(=O)([O-])[O-].[K+].[K+]. The catalyst is [Cu](I)I.O1CCOCC1. The product is [S:19]1[CH:20]=[CH:21][C:17]2[CH:16]=[C:15]([N:9]3[CH2:10][CH2:11][CH2:12][N:7]([C:3]4[CH:2]=[N:1][CH:6]=[CH:5][CH:4]=4)[C:8]3=[O:13])[CH:23]=[CH:22][C:18]1=2. The yield is 0.175. (4) The reactants are [C:1]([C:5]1[CH:10]=[CH:9][C:8]([N+:11]([O-:13])=[O:12])=[CH:7][C:6]=1N)([CH3:4])([CH3:3])[CH3:2].N([O-])=O.[Na+].[O-:19][S:20]([O-:22])=O.[Na+].[Na+].[ClH:25]. The product is [C:1]([C:5]1[CH:10]=[CH:9][C:8]([N+:11]([O-:13])=[O:12])=[CH:7][C:6]=1[S:20]([Cl:25])(=[O:22])=[O:19])([CH3:4])([CH3:3])[CH3:2]. The catalyst is O.[O-]S([O-])(=O)=O.[Cu+2]. The yield is 0.170. (5) The reactants are [Br:1][C:2]1[CH:7]=[CH:6][C:5]([NH:8][C:9]2[C:10]([CH:25]=[O:26])=[CH:11][C:12]3[N:16]([CH2:17][CH2:18][S:19]([CH3:22])(=[O:21])=[O:20])[CH:15]=[N:14][C:13]=3[C:23]=2[F:24])=[C:4]([Cl:27])[CH:3]=1.C([O-])([O-])=O.[K+].[K+].S([CH2:44][N+:45]#[C-:46])(C1C=CC(C)=CC=1)(=O)=O. The catalyst is CO. The product is [Br:1][C:2]1[CH:7]=[CH:6][C:5]([NH:8][C:9]2[C:10]([C:25]3[O:26][CH:46]=[N:45][CH:44]=3)=[CH:11][C:12]3[NH:16][CH:15]=[N:14][C:13]=3[C:23]=2[F:24])=[C:4]([Cl:27])[CH:3]=1.[Br:1][C:2]1[CH:7]=[CH:6][C:5]([NH:8][C:9]2[C:10]([C:25]3[O:26][CH:46]=[N:45][CH:44]=3)=[CH:11][C:12]3[N:16]([CH2:17][CH2:18][S:19]([CH3:22])(=[O:21])=[O:20])[CH:15]=[N:14][C:13]=3[C:23]=2[F:24])=[C:4]([Cl:27])[CH:3]=1. The yield is 0.180. (6) The reactants are O[CH2:2][C:3]1[CH:12]=[N:11][C:10]2[N:9]3[CH2:13][CH2:14][CH2:15][CH2:16][C@H:8]3[C:7](=[O:17])[NH:6][C:5]=2[CH:4]=1.[I-].C(C[P+](C)(C)C)#N.Cl.[F:27][C:28]1[CH:29]=[C:30]([CH:35]=[CH:36][C:37]=1[N:38]1[CH2:43][CH2:42][NH:41][CH2:40][CH2:39]1)[C:31]([NH:33][CH3:34])=[O:32].CCN(C(C)C)C(C)C. The catalyst is C(#N)CC.CS(C)=O. The product is [F:27][C:28]1[CH:29]=[C:30]([CH:35]=[CH:36][C:37]=1[N:38]1[CH2:39][CH2:40][N:41]([CH2:2][C:3]2[CH:12]=[N:11][C:10]3[N:9]4[CH2:13][CH2:14][CH2:15][CH2:16][C@H:8]4[C:7](=[O:17])[NH:6][C:5]=3[CH:4]=2)[CH2:42][CH2:43]1)[C:31]([NH:33][CH3:34])=[O:32]. The yield is 0.330. (7) The reactants are [Br:1][C:2]1[CH:3]=[C:4]([CH:7]=[CH:8][CH:9]=1)[CH:5]=O.[C:10](=O)([O-])[O-].[K+].[K+].[N+](=C(P(=O)([O-])[O-])C(=O)C)=[N-].C(=O)(O)[O-].[Na+]. The catalyst is CO. The product is [Br:1][C:2]1[CH:9]=[CH:8][CH:7]=[C:4]([C:5]#[CH:10])[CH:3]=1. The yield is 0.840. (8) The reactants are O.C1(C)C=CC(S(O)(=O)=O)=CC=1.[CH2:13]([NH:15][C:16](=[O:54])[CH2:17][CH2:18][CH2:19]/[CH:20]=[CH:21]\[CH2:22][C@H:23]1[C@@H:27]([OH:28])[CH2:26][C@@H:25]([O:29]C2CCCCO2)[C@@H:24]1/[CH:36]=[CH:37]/[C@@H:38]([O:47]C1CCCCO1)[CH2:39][CH2:40][C:41]1[CH:46]=[CH:45][CH:44]=[CH:43][CH:42]=1)[CH3:14]. The catalyst is CO. The product is [CH3:14][CH2:13][NH:15][C:16]([CH2:17][CH2:18][CH2:19]/[CH:20]=[CH:21]\[CH2:22][C@@H:23]1[C@@H:24](/[CH:36]=[CH:37]/[C@@H:38]([OH:47])[CH2:39][CH2:40][C:41]2[CH:46]=[CH:45][CH:44]=[CH:43][CH:42]=2)[C@H:25]([OH:29])[CH2:26][C@@H:27]1[OH:28])=[O:54]. The yield is 0.775. (9) The reactants are [OH:1][CH2:2][CH2:3][CH2:4][C:5]1[CH:6]=[C:7]2[C:11](=[CH:12][CH:13]=1)[C:10](=[O:14])[O:9][CH2:8]2.Cl.[O-:16][Mn](=O)(=O)=O.[K+]. The catalyst is CC(C)=O.O. The product is [O:14]=[C:10]1[C:11]2[C:7](=[CH:6][C:5]([CH2:4][CH2:3][C:2]([OH:16])=[O:1])=[CH:13][CH:12]=2)[CH2:8][O:9]1. The yield is 0.770. (10) The product is [NH:17]1[C:18]2[C:19](=[N:20][CH:21]=[CH:22][CH:23]=2)[C:15]([CH2:9][C:10]([O:12][CH2:13][CH3:14])=[O:11])=[CH:16]1. The reactants are C([SiH](CC)CC)C.O=[C:9]([C:15]1[C:19]2=[N:20][CH:21]=[CH:22][CH:23]=[C:18]2[NH:17][CH:16]=1)[C:10]([O:12][CH2:13][CH3:14])=[O:11]. The yield is 0.740. The catalyst is FC(F)(F)C(O)=O.